Task: Predict the reactants needed to synthesize the given product.. Dataset: Retrosynthesis with 50K atom-mapped reactions and 10 reaction types from USPTO (1) Given the product CC(C)(C#N)C(=O)CCO, predict the reactants needed to synthesize it. The reactants are: CC(C)(C#N)C(=O)CCOCc1ccccc1. (2) Given the product COC(=O)CSc1ncnc2sc(C)c(C3CC3)c12, predict the reactants needed to synthesize it. The reactants are: COC(=O)CSc1ncnc2sc(C)c(Br)c12.OB(O)C1CC1. (3) Given the product Nc1cc(C(=O)NCC2COc3ccccc3O2)ccc1Nc1ccccc1C(=O)O, predict the reactants needed to synthesize it. The reactants are: O=C(NCC1COc2ccccc2O1)c1ccc(Nc2ccccc2C(=O)O)c([N+](=O)[O-])c1. (4) The reactants are: C#C[C@@H](N)CC(=O)OCC.O=C(O)Cn1c(C2CC2)ccc(NCc2ccc3c(n2)NCCC3)c1=O. Given the product C#C[C@H](CC(=O)OCC)NC(=O)Cn1c(C2CC2)ccc(NCc2ccc3c(n2)NCCC3)c1=O, predict the reactants needed to synthesize it. (5) Given the product CS(=O)(=O)Nc1cc(C(O)CNC2CCN(c3ccc(NS(=O)(=O)c4ccc(CC5SC(=O)NC5=O)cc4)cc3)CC2)ccc1O, predict the reactants needed to synthesize it. The reactants are: CS(=O)(=O)Nc1cc(C(O)CN)ccc1O.O=C1CCN(c2ccc(NS(=O)(=O)c3ccc(CC4SC(=O)NC4=O)cc3)cc2)CC1. (6) Given the product Cc1cc(C)c(CNC(=O)c2cc(C3CC3)nc3c2c(C)nn3C2CCOCC2)c(=O)[nH]1, predict the reactants needed to synthesize it. The reactants are: Cc1cc(C)c(CN)c(=O)[nH]1.Cc1nn(C2CCOCC2)c2nc(C3CC3)cc(C(=O)O)c12. (7) The reactants are: COc1ccc(Cn2cc(Cl)nc(Cl)c2=O)cc1.Nc1ncc(Cl)cc1Br. Given the product COc1ccc(Cn2cc(Cl)nc(Nc3ncc(Cl)cc3Br)c2=O)cc1, predict the reactants needed to synthesize it. (8) Given the product CNC(=O)NCc1cc(-n2ccc(-c3ccc4c(c3)CCCO4)n2)ccc1Cl, predict the reactants needed to synthesize it. The reactants are: CNC(=O)NCc1cc(Br)ccc1Cl.c1cc(-c2ccc3c(c2)CCCO3)n[nH]1. (9) Given the product CCCCCCCCCCCCNC(=O)c1ccc(CNCc2c(CCCC)oc3ccccc23)cc1, predict the reactants needed to synthesize it. The reactants are: CCCCCCCCCCCCNC(=O)c1ccc(C=O)cc1.CCCCc1oc2ccccc2c1CN. (10) The reactants are: CCOC(=O)COc1ccc(O)c(Cl)c1.CI. Given the product CCOC(=O)COc1ccc(OC)c(Cl)c1, predict the reactants needed to synthesize it.